From a dataset of Catalyst prediction with 721,799 reactions and 888 catalyst types from USPTO. Predict which catalyst facilitates the given reaction. (1) Reactant: Cl[C:2]1[C:11]2[C:6](=[CH:7][C:8]([O:14][CH3:15])=[C:9]([O:12][CH3:13])[CH:10]=2)[N:5]=[CH:4][N:3]=1.[NH2:16][C:17]1[S:18][C:19]2[CH:25]=[C:24]([NH:26][C:27](=[O:39])[C:28]3[CH:33]=[CH:32][C:31]([O:34][C:35]([F:38])([F:37])[F:36])=[CH:30][CH:29]=3)[CH:23]=[CH:22][C:20]=2[N:21]=1.O1CCOCC1. Product: [CH3:13][O:12][C:9]1[CH:10]=[C:11]2[C:6](=[CH:7][C:8]=1[O:14][CH3:15])[N:5]=[CH:4][N:3]=[C:2]2[NH:16][C:17]1[S:18][C:19]2[CH:25]=[C:24]([NH:26][C:27](=[O:39])[C:28]3[CH:29]=[CH:30][C:31]([O:34][C:35]([F:38])([F:36])[F:37])=[CH:32][CH:33]=3)[CH:23]=[CH:22][C:20]=2[N:21]=1. The catalyst class is: 9. (2) Reactant: [NH2:1][C:2]1[CH:7]=[CH:6][C:5]([Br:8])=[CH:4][C:3]=1[C:9]([OH:12])([CH3:11])[CH3:10].CO[CH:15](O)[C:16]([F:19])([F:18])[F:17].S([O-])([O-])(=O)=O.[Mg+2]. Product: [Br:8][C:5]1[CH:6]=[CH:7][C:2]2[NH:1][CH:15]([C:16]([F:19])([F:18])[F:17])[O:12][C:9]([CH3:10])([CH3:11])[C:3]=2[CH:4]=1. The catalyst class is: 11. (3) Product: [N:22]1[CH:23]=[C:24]([C:25]2([C:31]#[N:32])[CH2:30][CH2:29][CH2:28][CH2:27][CH2:26]2)[NH:20][CH:21]=1. Reactant: C([N:20]1[C:24]([C:25]2([C:31]#[N:32])[CH2:30][CH2:29][CH2:28][CH2:27][CH2:26]2)=[CH:23][N:22]=[CH:21]1)(C1C=CC=CC=1)(C1C=CC=CC=1)C1C=CC=CC=1. The catalyst class is: 240. (4) Reactant: [Cl:1][C:2]1[CH:3]=[C:4]([C:8]2[N:13]=[C:12]3[CH2:14][CH2:15][CH2:16][C:11]3=[C:10]([S:17]([C:20]3[CH:25]=[CH:24][C:23]([CH2:26][C:27]([O:29]C)=O)=[CH:22][CH:21]=3)(=[O:19])=[O:18])[CH:9]=2)[CH:5]=[CH:6][CH:7]=1.[NH3:31]. Product: [Cl:1][C:2]1[CH:3]=[C:4]([C:8]2[N:13]=[C:12]3[CH2:14][CH2:15][CH2:16][C:11]3=[C:10]([S:17]([C:20]3[CH:25]=[CH:24][C:23]([CH2:26][C:27]([NH2:31])=[O:29])=[CH:22][CH:21]=3)(=[O:19])=[O:18])[CH:9]=2)[CH:5]=[CH:6][CH:7]=1. The catalyst class is: 5.